From a dataset of Peptide-MHC class II binding affinity with 134,281 pairs from IEDB. Regression. Given a peptide amino acid sequence and an MHC pseudo amino acid sequence, predict their binding affinity value. This is MHC class II binding data. (1) The peptide sequence is KIVSLIKNLLVALKD. The MHC is DRB4_0101 with pseudo-sequence DRB4_0103. The binding affinity (normalized) is 0.611. (2) The peptide sequence is NCSMKLGTWTYDGS. The MHC is DRB1_0301 with pseudo-sequence DRB1_0301. The binding affinity (normalized) is 0. (3) The peptide sequence is SVTIKLDGNLLSSND. The MHC is HLA-DQA10501-DQB10201 with pseudo-sequence HLA-DQA10501-DQB10201. The binding affinity (normalized) is 0.260. (4) The peptide sequence is AFIFDGDNLFPKV. The binding affinity (normalized) is 0.644. The MHC is HLA-DQA10501-DQB10201 with pseudo-sequence HLA-DQA10501-DQB10201. (5) The peptide sequence is LLVSGWNSITV. The MHC is DRB1_0801 with pseudo-sequence DRB1_0801. The binding affinity (normalized) is 0.443. (6) The peptide sequence is MEYLGHNAAGQWLEF. The MHC is DRB1_0404 with pseudo-sequence DRB1_0404. The binding affinity (normalized) is 0. (7) The peptide sequence is GAYSNASSTESAS. The MHC is H-2-IAd with pseudo-sequence H-2-IAd. The binding affinity (normalized) is 0.0413.